From a dataset of Full USPTO retrosynthesis dataset with 1.9M reactions from patents (1976-2016). Predict the reactants needed to synthesize the given product. (1) Given the product [Br:28][C:2]1[CH:7]=[CH:6][C:5]([N:8]2[CH2:13][CH2:12][NH:11][CH2:10][CH2:9]2)=[C:4]([F:21])[CH:3]=1, predict the reactants needed to synthesize it. The reactants are: N[C:2]1[CH:7]=[CH:6][C:5]([N:8]2[CH2:13][CH2:12][N:11](C(OC(C)(C)C)=O)[CH2:10][CH2:9]2)=[C:4]([F:21])[CH:3]=1.N([O-])=O.[Na+].[OH-].[Na+].[BrH:28]. (2) Given the product [O:29]=[C:24]1[NH:25][C:26](=[O:28])/[C:27](=[CH:1]\[C:3]2[CH:22]=[CH:21][C:6]([O:7][CH2:8][CH2:9][O:10][C:11]3[CH:20]=[CH:19][C:14]([C:15]([O:17][CH3:18])=[O:16])=[CH:13][CH:12]=3)=[CH:5][CH:4]=2)/[S:23]1, predict the reactants needed to synthesize it. The reactants are: [CH:1]([C:3]1[CH:22]=[CH:21][C:6]([O:7][CH2:8][CH2:9][O:10][C:11]2[CH:20]=[CH:19][C:14]([C:15]([O:17][CH3:18])=[O:16])=[CH:13][CH:12]=2)=[CH:5][CH:4]=1)=O.[S:23]1[CH2:27][C:26](=[O:28])[NH:25][C:24]1=[O:29].C(O)(=O)C1C=CC=CC=1.N1CCCCC1.